This data is from Reaction yield outcomes from USPTO patents with 853,638 reactions. The task is: Predict the reaction yield, written as a fraction of the theoretical maximum amount of product (1.0 means a 100% yield; for example, 0.34 means a 34% yield). (1) The reactants are Cl.C([O:4][CH2:5][CH2:6][O:7][NH:8][C:9]([C:11]1[C:16]([NH:17][C:18]2[CH:23]=[CH:22][C:21]([Br:24])=[CH:20][C:19]=2[F:25])=[CH:15][C:14](=[O:26])[N:13]([CH3:27])[CH:12]=1)=[O:10])=C.CCO.[OH-].[Na+]. The catalyst is CCOC(C)=O.C1COCC1. The product is [OH:4][CH2:5][CH2:6][O:7][NH:8][C:9]([C:11]1[C:16]([NH:17][C:18]2[CH:23]=[CH:22][C:21]([Br:24])=[CH:20][C:19]=2[F:25])=[CH:15][C:14](=[O:26])[N:13]([CH3:27])[CH:12]=1)=[O:10]. The yield is 0.760. (2) The reactants are [CH3:1][N:2]([CH3:46])[C:3]([C:5]1[CH:10]=[CH:9][C:8]([NH:11][C:12](=[O:45])[NH:13][C:14]2[CH:19]=[CH:18][C:17]([C:20]3[N:29]=[C:28]([N:30]4[CH2:35][CH2:34][O:33][CH2:32][CH2:31]4)[C:27]4[C:22](=[CH:23][C:24]([C:36]5[O:40][C:39]([C:41]([O:43]C)=[O:42])=[CH:38][CH:37]=5)=[CH:25][CH:26]=4)[N:21]=3)=[CH:16][CH:15]=2)=[CH:7][CH:6]=1)=[O:4].O.[OH-].[Li+]. The catalyst is CO.C1COCC1.O. The product is [CH3:1][N:2]([CH3:46])[C:3]([C:5]1[CH:6]=[CH:7][C:8]([NH:11][C:12](=[O:45])[NH:13][C:14]2[CH:15]=[CH:16][C:17]([C:20]3[N:29]=[C:28]([N:30]4[CH2:35][CH2:34][O:33][CH2:32][CH2:31]4)[C:27]4[C:22](=[CH:23][C:24]([C:36]5[O:40][C:39]([C:41]([OH:43])=[O:42])=[CH:38][CH:37]=5)=[CH:25][CH:26]=4)[N:21]=3)=[CH:18][CH:19]=2)=[CH:9][CH:10]=1)=[O:4]. The yield is 0.610. (3) The reactants are [NH2:1][C:2]1[CH:17]=[CH:16][C:5]2[CH2:6][CH2:7][CH2:8][C:9](=[O:15])[N:10]([CH2:11][CH2:12][O:13][CH3:14])[C:4]=2[CH:3]=1.Cl[C:19]1[N:24]=[C:23]([NH:25][C:26]2[C:35]([CH3:36])=[CH:34][CH:33]=[CH:32][C:27]=2[C:28]([NH:30][CH3:31])=[O:29])[C:22]([Cl:37])=[CH:21][N:20]=1.C12(CS(O)(=O)=O)C(C)(C)C(CC1)CC2=O. The catalyst is C(O)(C)C. The product is [Cl:37][C:22]1[C:23]([NH:25][C:26]2[C:35]([CH3:36])=[CH:34][CH:33]=[CH:32][C:27]=2[C:28]([NH:30][CH3:31])=[O:29])=[N:24][C:19]([NH:1][C:2]2[CH:17]=[CH:16][C:5]3[CH2:6][CH2:7][CH2:8][C:9](=[O:15])[N:10]([CH2:11][CH2:12][O:13][CH3:14])[C:4]=3[CH:3]=2)=[N:20][CH:21]=1. The yield is 0.540.